This data is from Reaction yield outcomes from USPTO patents with 853,638 reactions. The task is: Predict the reaction yield, written as a fraction of the theoretical maximum amount of product (1.0 means a 100% yield; for example, 0.34 means a 34% yield). (1) The reactants are Br[C:2]1[C:3]([C:13]2[CH:18]=[CH:17][C:16]([CH3:19])=[CH:15][CH:14]=2)=[CH:4][C:5]2[O:9][C:8]([CH3:11])([CH3:10])[CH2:7][C:6]=2[CH:12]=1.[CH3:20][O:21][C:22]1[CH:27]=[CH:26][C:25]([N:28]2[CH2:33][CH2:32][NH:31][CH2:30][CH2:29]2)=[CH:24][CH:23]=1. No catalyst specified. The product is [CH3:10][C:8]1([CH3:11])[CH2:7][C:6]2[CH:12]=[C:2]([N:31]3[CH2:30][CH2:29][N:28]([C:25]4[CH:24]=[CH:23][C:22]([O:21][CH3:20])=[CH:27][CH:26]=4)[CH2:33][CH2:32]3)[C:3]([C:13]3[CH:18]=[CH:17][C:16]([CH3:19])=[CH:15][CH:14]=3)=[CH:4][C:5]=2[O:9]1. The yield is 0.160. (2) The yield is 0.530. No catalyst specified. The product is [C:48]([NH:1][C@@H:2]([CH2:36][CH2:37][C:38]1[CH:43]=[CH:42][CH:41]=[CH:40][CH:39]=1)[C:3]([NH:5][C@@H:6]([CH2:29][C:30]1[CH:35]=[CH:34][CH:33]=[CH:32][CH:31]=1)[C:7]([NH:9][C@H:10]([B:16]1[O:20][C@@H:19]2[CH2:21][C@@H:22]3[CH2:25][C@H:24]([C@:18]2([CH3:28])[O:17]1)[C:23]3([CH3:26])[CH3:27])[CH2:11][CH:12]1[CH2:15][CH2:14][CH2:13]1)=[O:8])=[O:4])(=[O:50])[CH3:49]. The reactants are [NH2:1][C@@H:2]([CH2:36][CH2:37][C:38]1[CH:43]=[CH:42][CH:41]=[CH:40][CH:39]=1)[C:3]([NH:5][C@@H:6]([CH2:29][C:30]1[CH:35]=[CH:34][CH:33]=[CH:32][CH:31]=1)[C:7]([NH:9][C@H:10]([B:16]1[O:20][C@@H:19]2[CH2:21][C@@H:22]3[CH2:25][C@H:24]([C@:18]2([CH3:28])[O:17]1)[C:23]3([CH3:27])[CH3:26])[CH2:11][CH:12]1[CH2:15][CH2:14][CH2:13]1)=[O:8])=[O:4].Cl.C(#N)C.[C:48](OC(=O)C)(=[O:50])[CH3:49].C(N(CC)C(C)C)(C)C. (3) The reactants are [H-].[Na+].[Br:3][C:4]1[CH:9]=[CH:8][C:7]([C:10](=[O:17])[CH2:11][C:12]([O:14][CH2:15][CH3:16])=[O:13])=[C:6]([F:18])[C:5]=1[O:19][CH3:20].[CH:21]1([N:24]=[C:25]=[S:26])[CH2:23][CH2:22]1.[CH3:27]I. The catalyst is CN(C)C=O. The product is [Br:3][C:4]1[CH:9]=[CH:8][C:7]([C:10]([OH:17])=[C:11]([CH2:27][S:26][CH:25]=[N:24][CH:21]2[CH2:23][CH2:22]2)[C:12]([O:14][CH2:15][CH3:16])=[O:13])=[C:6]([F:18])[C:5]=1[O:19][CH3:20]. The yield is 0.760. (4) The reactants are [Cl:1][C:2]1[CH:10]=[CH:9][C:5]([C:6]([NH2:8])=O)=[C:4]([O:11][CH2:12][CH2:13][CH3:14])[N:3]=1.N1C=CC=CC=1.P(Cl)(Cl)(Cl)=O. The catalyst is C(#N)C. The product is [Cl:1][C:2]1[CH:10]=[CH:9][C:5]([C:6]#[N:8])=[C:4]([O:11][CH2:12][CH2:13][CH3:14])[N:3]=1. The yield is 0.980. (5) The reactants are [CH3:1][CH:2]([CH3:19])[CH:3]([C:9]1[CH:14]=[CH:13][C:12]([NH:15]C(=O)C)=[CH:11][CH:10]=1)[N:4]1[CH:8]=[N:7][CH:6]=[N:5]1.[NH4+].[OH-]. The catalyst is Cl. The product is [CH3:1][CH:2]([CH3:19])[CH:3]([C:9]1[CH:14]=[CH:13][C:12]([NH2:15])=[CH:11][CH:10]=1)[N:4]1[CH:8]=[N:7][CH:6]=[N:5]1. The yield is 0.750. (6) The reactants are CC1(C)[O:6][C:5](=[CH:7][C:8]([N:10]([CH2:13][C:14]2[CH:22]=[CH:21][C:17]([C:18]([OH:20])=[O:19])=[CH:16][CH:15]=2)[O:11][CH3:12])=[O:9])[C:4](=O)[O:3]1.[CH3:25][S:26]([NH2:29])(=[O:28])=[O:27]. No catalyst specified. The product is [OH:6][C:5]([C:4]([NH:29][S:26]([CH3:25])(=[O:28])=[O:27])=[O:3])=[CH:7][C:8]([N:10]([CH2:13][C:14]1[CH:22]=[CH:21][C:17]([C:18]([OH:20])=[O:19])=[CH:16][CH:15]=1)[O:11][CH3:12])=[O:9]. The yield is 0.950. (7) The reactants are [C:1]([C:3]1[CH:29]=[CH:28][C:6]([CH2:7][N:8]([CH2:20][C:21]([O:23][C:24]([CH3:27])([CH3:26])[CH3:25])=[O:22])[C:9](=[O:19])[C:10]2[CH:15]=[CH:14][C:13]([N+:16]([O-:18])=[O:17])=[CH:12][CH:11]=2)=[CH:5][CH:4]=1)#[N:2].Cl.[NH2:31][OH:32].C([O-])(O)=O.[Na+]. The catalyst is CN(C=O)C. The product is [OH:32][NH:31][C:1]([C:3]1[CH:4]=[CH:5][C:6]([CH2:7][N:8]([CH2:20][C:21]([O:23][C:24]([CH3:25])([CH3:26])[CH3:27])=[O:22])[C:9](=[O:19])[C:10]2[CH:15]=[CH:14][C:13]([N+:16]([O-:18])=[O:17])=[CH:12][CH:11]=2)=[CH:28][CH:29]=1)=[NH:2]. The yield is 0.970.